This data is from Reaction yield outcomes from USPTO patents with 853,638 reactions. The task is: Predict the reaction yield, written as a fraction of the theoretical maximum amount of product (1.0 means a 100% yield; for example, 0.34 means a 34% yield). The reactants are Br[C:2]1[CH:3]=[C:4]2[C:9](=[CH:10][CH:11]=1)[N:8]=[CH:7][C:6]([C:12]#[N:13])=[C:5]2[NH:14][C@H:15]1[CH2:20][CH2:19][C@H:18]([N:21]([CH3:23])[CH3:22])[CH2:17][CH2:16]1.[Cl:24][C:25]1[CH:30]=[C:29](B2OC(C)(C)C(C)(C)O2)[CH:28]=[C:27]([O:40][CH3:41])[C:26]=1[OH:42]. No catalyst specified. The product is [Cl:24][C:25]1[CH:30]=[C:29]([C:2]2[CH:3]=[C:4]3[C:9](=[CH:10][CH:11]=2)[N:8]=[CH:7][C:6]([C:12]#[N:13])=[C:5]3[NH:14][C@H:15]2[CH2:20][CH2:19][C@H:18]([N:21]([CH3:22])[CH3:23])[CH2:17][CH2:16]2)[CH:28]=[C:27]([O:40][CH3:41])[C:26]=1[OH:42]. The yield is 0.350.